From a dataset of Forward reaction prediction with 1.9M reactions from USPTO patents (1976-2016). Predict the product of the given reaction. Given the reactants COC(=O)N[C@@H](C(C)C)C(N1[C@H](C2NC(C3C=CC(C4C=CC5C(=CC=[C:33]([C:38]6[NH:42][C:41]([C@@H:43]7[CH2:47][CH2:46][CH2:45][N:44]7[C:48](=[O:61])[C@H:49]([NH:56][C:57]([O:59][CH3:60])=[O:58])[C:50]7[CH:55]=[CH:54][CH:53]=[CH:52][CH:51]=7)=[N:40][CH:39]=6)C=5)C=4)=CC=3)=CN=2)CC2(OCCO2)C1)=O.Cl.Cl.Cl.[F:69][C:70]1([F:121])[C:82]2[CH:81]=[C:80]([C:83]3[N:84]=[C:85]([C@@H:88]([NH:92][C:93](=[O:106])[C@@H:94]([NH:101][C:102](=[O:105])[O:103][CH3:104])[CH:95]4[CH2:100][CH2:99][O:98][CH2:97][CH2:96]4)[CH:89]([CH3:91])[CH3:90])[NH:86][CH:87]=3)[CH:79]=[CH:78][C:77]=2[C:76]2[C:71]1=[CH:72][C:73]([C:107]1C=CC3N=C([C@@H]4CCCN4)N[C:111]=3[CH:120]=1)=[CH:74][CH:75]=2, predict the reaction product. The product is: [CH3:60][O:59][C:57](=[O:58])[NH:56][C@H:49]([C:50]1[CH:55]=[CH:54][CH:53]=[CH:52][CH:51]=1)[C:48]([N:44]1[CH2:45][CH2:46][CH2:47][C@H:43]1[C:41]1[NH:42][C:38]2[CH:33]=[C:107]([C:73]3[CH:74]=[CH:75][C:76]4[C:77]5[C:82](=[CH:81][C:80]([C:83]6[N:84]=[C:85]([C@@H:88]([NH:92][C:93](=[O:106])[C@@H:94]([NH:101][C:102]([O:103][CH3:104])=[O:105])[CH:95]7[CH2:100][CH2:99][O:98][CH2:97][CH2:96]7)[CH:89]([CH3:91])[CH3:90])[NH:86][CH:87]=6)=[CH:79][CH:78]=5)[C:70]([F:121])([F:69])[C:71]=4[CH:72]=3)[CH:120]=[CH:111][C:39]=2[N:40]=1)=[O:61].